From a dataset of Full USPTO retrosynthesis dataset with 1.9M reactions from patents (1976-2016). Predict the reactants needed to synthesize the given product. (1) The reactants are: [CH3:1][N:2]1[CH:10]=[C:9]2[C:4]([CH:5]=[CH:6][CH:7]=[C:8]2[C@@H:11]2[CH2:13][C@H:12]2[CH2:14][OH:15])=[N:3]1.C[N+]1([O-])CCOCC1.CC(O)C. Given the product [CH3:1][N:2]1[CH:10]=[C:9]2[C:4]([CH:5]=[CH:6][CH:7]=[C:8]2[C@@H:11]2[CH2:13][C@H:12]2[CH:14]=[O:15])=[N:3]1, predict the reactants needed to synthesize it. (2) Given the product [CH3:1][O:2][C:3](=[O:45])[NH:4][C@H:5]([C:10]([NH:12][N:13]([CH2:14][C@:15]([OH:36])([C:23](=[O:35])[NH:24][C@H:25]1[C:33]2[C:28](=[CH:29][CH:30]=[CH:31][CH:32]=2)[CH2:27][C@H:26]1[OH:34])[CH2:16][C:17]1[CH:22]=[CH:21][CH:20]=[CH:19][CH:18]=1)[CH2:37][C:38]1[CH:43]=[CH:42][CH:41]=[C:40]([C:53]#[C:52][C:46]2[CH:51]=[CH:50][CH:49]=[CH:48][CH:47]=2)[CH:39]=1)=[O:11])[C:6]([CH3:9])([CH3:8])[CH3:7], predict the reactants needed to synthesize it. The reactants are: [CH3:1][O:2][C:3](=[O:45])[NH:4][C@H:5]([C:10]([NH:12][N:13]([CH2:37][C:38]1[CH:43]=[CH:42][CH:41]=[C:40](Br)[CH:39]=1)[CH2:14][C@:15]([OH:36])([C:23](=[O:35])[NH:24][C@H:25]1[C:33]2[C:28](=[CH:29][CH:30]=[CH:31][CH:32]=2)[CH2:27][C@H:26]1[OH:34])[CH2:16][C:17]1[CH:22]=[CH:21][CH:20]=[CH:19][CH:18]=1)=[O:11])[C:6]([CH3:9])([CH3:8])[CH3:7].[C:46]1([C:52]#[CH:53])[CH:51]=[CH:50][CH:49]=[CH:48][CH:47]=1.N(CC)CC.CN(C=O)C. (3) Given the product [Cl:1][C:2]1[CH:7]=[CH:6][C:5]([O:8][C:9]2[CH:10]=[CH:11][C:12]([CH2:15][O:16][C:17]3[CH:22]=[CH:21][N:20]([CH2:30][C:31]4[CH:32]=[N:33][N:34]([CH3:36])[CH:35]=4)[C:19](=[O:23])[N:18]=3)=[CH:13][CH:14]=2)=[CH:4][C:3]=1[C:24]([F:25])([F:27])[F:26], predict the reactants needed to synthesize it. The reactants are: [Cl:1][C:2]1[CH:7]=[CH:6][C:5]([O:8][C:9]2[CH:14]=[CH:13][C:12]([CH2:15][O:16][C:17]3[CH:22]=[CH:21][NH:20][C:19](=[O:23])[N:18]=3)=[CH:11][CH:10]=2)=[CH:4][C:3]=1[C:24]([F:27])([F:26])[F:25].Cl.Cl[CH2:30][C:31]1[CH:32]=[N:33][N:34]([CH3:36])[CH:35]=1. (4) Given the product [Br:6][C:7]1[CH:12]=[C:11]([Br:13])[C:10]2[O:16][CH2:15][N:5]([C:1]([CH3:4])([CH3:3])[CH3:2])[CH2:17][C:9]=2[CH:8]=1, predict the reactants needed to synthesize it. The reactants are: [C:1]([NH2:5])([CH3:4])([CH3:3])[CH3:2].[Br:6][C:7]1[CH:12]=[C:11]([Br:13])[CH:10]=[CH:9][C:8]=1O.[CH2:15]=[O:16].[CH3:17]C(O)C. (5) Given the product [Cl:1][C:2]1[CH:10]=[C:9]2[C:5]([CH:6]=[C:7]([CH3:11])[NH:8]2)=[CH:4][CH:3]=1, predict the reactants needed to synthesize it. The reactants are: [Cl:1][C:2]1[CH:10]=[C:9]2[C:5]([CH:6]=[C:7]([CH2:11]O)[NH:8]2)=[CH:4][CH:3]=1.FC(F)(F)C(O)=O.C([SiH](CC)CC)C.